This data is from Full USPTO retrosynthesis dataset with 1.9M reactions from patents (1976-2016). The task is: Predict the reactants needed to synthesize the given product. (1) Given the product [CH3:12][O:13][C:14]1[CH:15]=[C:16]([C:7]2[CH:6]=[CH:5][CH:4]=[C:3]([O:2][CH3:1])[CH:8]=2)[CH:17]=[C:18]([O:20][CH3:21])[CH:19]=1, predict the reactants needed to synthesize it. The reactants are: [CH3:1][O:2][C:3]1[CH:4]=[C:5](B(O)O)[CH:6]=[CH:7][CH:8]=1.[CH3:12][O:13][C:14]1[CH:15]=[C:16](I)[CH:17]=[C:18]([O:20][CH3:21])[CH:19]=1.C1(C)C=CC=CC=1P(C1C=CC=CC=1C)C1C=CC=CC=1C.[F-].[Cs+]. (2) Given the product [NH2:7][C@H:8]1[CH2:13][CH2:12][C@H:11]([CH2:14][NH:15][C:16]2[C:21]([N+:22]([O-:24])=[O:23])=[CH:20][N:19]=[C:18]([NH:25][CH:26]([C:34]3[CH:35]=[CH:36][CH:37]=[CH:38][CH:39]=3)[CH2:27][C:28]3[CH:33]=[CH:32][CH:31]=[CH:30][CH:29]=3)[N:17]=2)[CH2:10][CH2:9]1, predict the reactants needed to synthesize it. The reactants are: C(OC(=O)[NH:7][CH:8]1[CH2:13][CH2:12][CH:11]([CH2:14][NH:15][C:16]2[C:21]([N+:22]([O-:24])=[O:23])=[CH:20][N:19]=[C:18]([NH:25][CH:26]([C:34]3[CH:39]=[CH:38][CH:37]=[CH:36][CH:35]=3)[CH2:27][C:28]3[CH:33]=[CH:32][CH:31]=[CH:30][CH:29]=3)[N:17]=2)[CH2:10][CH2:9]1)(C)(C)C.Cl. (3) Given the product [C:1]([O:5][C:6]([N:8]1[CH2:15][CH:14]2[N:16]([C:17]([O:19][C:20]([CH3:23])([CH3:22])[CH3:21])=[O:18])[CH:10]([CH2:11][C:12]([C:39]3[S:40][CH:41]=[C:42]([CH2:44][CH2:45][CH2:46][O:47][C:50]4[C:49]([F:48])=[CH:54][CH:53]=[CH:52][C:51]=4[F:55])[N:43]=3)=[C:13]2[C:24](=[O:38])[N:25]([CH:35]2[CH2:36][CH2:37]2)[CH2:26][C:27]2[CH:32]=[CH:31][CH:30]=[C:29]([Cl:33])[C:28]=2[Cl:34])[CH2:9]1)=[O:7])([CH3:4])([CH3:2])[CH3:3], predict the reactants needed to synthesize it. The reactants are: [C:1]([O:5][C:6]([N:8]1[CH2:15][CH:14]2[N:16]([C:17]([O:19][C:20]([CH3:23])([CH3:22])[CH3:21])=[O:18])[CH:10]([CH2:11][C:12]([C:39]3[S:40][CH:41]=[C:42]([CH2:44][CH2:45][CH2:46][OH:47])[N:43]=3)=[C:13]2[C:24](=[O:38])[N:25]([CH:35]2[CH2:37][CH2:36]2)[CH2:26][C:27]2[CH:32]=[CH:31][CH:30]=[C:29]([Cl:33])[C:28]=2[Cl:34])[CH2:9]1)=[O:7])([CH3:4])([CH3:3])[CH3:2].[F:48][C:49]1[CH:54]=[CH:53][CH:52]=[C:51]([F:55])[C:50]=1O.